This data is from NCI-60 drug combinations with 297,098 pairs across 59 cell lines. The task is: Regression. Given two drug SMILES strings and cell line genomic features, predict the synergy score measuring deviation from expected non-interaction effect. (1) Drug 1: CCC1(CC2CC(C3=C(CCN(C2)C1)C4=CC=CC=C4N3)(C5=C(C=C6C(=C5)C78CCN9C7C(C=CC9)(C(C(C8N6C)(C(=O)OC)O)OC(=O)C)CC)OC)C(=O)OC)O.OS(=O)(=O)O. Drug 2: CN(C(=O)NC(C=O)C(C(C(CO)O)O)O)N=O. Cell line: K-562. Synergy scores: CSS=7.29, Synergy_ZIP=-13.4, Synergy_Bliss=-21.4, Synergy_Loewe=-20.4, Synergy_HSA=-20.1. (2) Drug 1: C1=CC(=CC=C1C#N)C(C2=CC=C(C=C2)C#N)N3C=NC=N3. Drug 2: CCC1(C2=C(COC1=O)C(=O)N3CC4=CC5=C(C=CC(=C5CN(C)C)O)N=C4C3=C2)O.Cl. Cell line: HL-60(TB). Synergy scores: CSS=68.7, Synergy_ZIP=-0.100, Synergy_Bliss=-0.363, Synergy_Loewe=-33.4, Synergy_HSA=-1.03. (3) Drug 1: C1=C(C(=O)NC(=O)N1)F. Drug 2: C(CN)CNCCSP(=O)(O)O. Cell line: A498. Synergy scores: CSS=29.5, Synergy_ZIP=0.773, Synergy_Bliss=0.713, Synergy_Loewe=-11.6, Synergy_HSA=0.596. (4) Drug 1: CCCCCOC(=O)NC1=NC(=O)N(C=C1F)C2C(C(C(O2)C)O)O. Drug 2: CCC1=C2CN3C(=CC4=C(C3=O)COC(=O)C4(CC)O)C2=NC5=C1C=C(C=C5)O. Cell line: A549. Synergy scores: CSS=24.7, Synergy_ZIP=-1.03, Synergy_Bliss=5.72, Synergy_Loewe=-74.3, Synergy_HSA=4.18. (5) Drug 1: C1C(C(OC1N2C=NC3=C(N=C(N=C32)Cl)N)CO)O. Drug 2: C1=CC=C(C=C1)NC(=O)CCCCCCC(=O)NO. Cell line: DU-145. Synergy scores: CSS=29.0, Synergy_ZIP=-2.66, Synergy_Bliss=5.59, Synergy_Loewe=1.96, Synergy_HSA=7.07. (6) Drug 1: CC1=C(C(=O)C2=C(C1=O)N3CC4C(C3(C2COC(=O)N)OC)N4)N. Drug 2: CC12CCC3C(C1CCC2OP(=O)(O)O)CCC4=C3C=CC(=C4)OC(=O)N(CCCl)CCCl.[Na+]. Cell line: SNB-75. Synergy scores: CSS=23.5, Synergy_ZIP=-1.23, Synergy_Bliss=1.22, Synergy_Loewe=-11.9, Synergy_HSA=1.90. (7) Drug 1: CC(CN1CC(=O)NC(=O)C1)N2CC(=O)NC(=O)C2. Drug 2: C1=CC(=CC=C1CC(C(=O)O)N)N(CCCl)CCCl.Cl. Cell line: OVCAR-4. Synergy scores: CSS=22.8, Synergy_ZIP=1.67, Synergy_Bliss=9.22, Synergy_Loewe=5.80, Synergy_HSA=5.72. (8) Drug 2: C#CCC(CC1=CN=C2C(=N1)C(=NC(=N2)N)N)C3=CC=C(C=C3)C(=O)NC(CCC(=O)O)C(=O)O. Drug 1: CC1C(C(CC(O1)OC2CC(CC3=C2C(=C4C(=C3O)C(=O)C5=C(C4=O)C(=CC=C5)OC)O)(C(=O)C)O)N)O.Cl. Synergy scores: CSS=18.3, Synergy_ZIP=-1.53, Synergy_Bliss=3.99, Synergy_Loewe=2.57, Synergy_HSA=2.81. Cell line: MDA-MB-231. (9) Cell line: SR. Drug 1: CS(=O)(=O)C1=CC(=C(C=C1)C(=O)NC2=CC(=C(C=C2)Cl)C3=CC=CC=N3)Cl. Synergy scores: CSS=33.5, Synergy_ZIP=8.65, Synergy_Bliss=13.7, Synergy_Loewe=13.4, Synergy_HSA=13.5. Drug 2: C1=NC2=C(N=C(N=C2N1C3C(C(C(O3)CO)O)F)Cl)N.